This data is from Forward reaction prediction with 1.9M reactions from USPTO patents (1976-2016). The task is: Predict the product of the given reaction. (1) Given the reactants I[C:2]1[C:3](=[O:12])[C:4]([CH3:11])([CH3:10])[CH2:5][C:6]([CH3:9])([CH3:8])[CH:7]=1.[N+:13]([C:16]1[CH:21]=[CH:20][CH:19]=[CH:18][C:17]=1B(O)O)([O-:15])=[O:14].C(P(C(C)(C)C)C1C=CC=CC=1C1C=CC=CC=1)(C)(C)C.O.O.O.O.O.O.O.O.[OH-].[Ba+2].[OH-], predict the reaction product. The product is: [CH3:8][C:6]1([CH3:9])[CH2:5][C:4]([CH3:11])([CH3:10])[C:3](=[O:12])[C:2]([C:17]2[CH:18]=[CH:19][CH:20]=[CH:21][C:16]=2[N+:13]([O-:15])=[O:14])=[CH:7]1. (2) Given the reactants C(O[C:6]([N:8](C)[C:9]1[N:14]=[C:13]([CH2:15][CH2:16][CH2:17][C:18]2[CH:19]=[C:20]([CH2:23][C@@H:24]([C:36]([O:38]C(C)(C)C)=[O:37])[NH:25][C:26]([C:28]3[C:33]([Cl:34])=[CH:32][CH:31]=[CH:30][C:29]=3[Cl:35])=[O:27])[S:21][CH:22]=2)[CH:12]=[CH:11][CH:10]=1)=O)(C)(C)C.C(O)(C(F)(F)F)=O.C(=O)(O)[O-], predict the reaction product. The product is: [Cl:34][C:33]1[CH:32]=[CH:31][CH:30]=[C:29]([Cl:35])[C:28]=1[C:26]([NH:25][C@H:24]([C:36]([OH:38])=[O:37])[CH2:23][C:20]1[S:21][CH:22]=[C:18]([CH2:17][CH2:16][CH2:15][C:13]2[CH:12]=[CH:11][CH:10]=[C:9]([NH:8][CH3:6])[N:14]=2)[CH:19]=1)=[O:27]. (3) Given the reactants C[O:2][C:3]1[C:12]([C:13]2[CH:18]=[CH:17][CH:16]=[CH:15][CH:14]=2)=[CH:11][C:10]2[N:9]=[C:8]([C:19]3[CH:24]=[CH:23][CH:22]=[CH:21][CH:20]=3)[CH:7]=[N:6][C:5]=2[C:4]=1[C:25]([O:27]C)=[O:26].B(Br)(Br)Br, predict the reaction product. The product is: [OH:2][C:3]1[C:12]([C:13]2[CH:18]=[CH:17][CH:16]=[CH:15][CH:14]=2)=[CH:11][C:10]2[N:9]=[C:8]([C:19]3[CH:20]=[CH:21][CH:22]=[CH:23][CH:24]=3)[CH:7]=[N:6][C:5]=2[C:4]=1[C:25]([OH:27])=[O:26]. (4) The product is: [CH3:1][CH2:2][O:3][C:4]([C@H:6]1[CH:10]=[CH:9][CH2:8][N:7]1[C:18]([O:20][C:21]([CH3:22])([CH3:24])[CH3:23])=[O:19])=[O:5]. Given the reactants [CH3:1][CH2:2][O:3][C:4]([C@H:6]1[CH2:10][C@H:9]([Se]C2C=CC=CC=2)[CH2:8][N:7]1[C:18]([O:20][C:21]([CH3:24])([CH3:23])[CH3:22])=[O:19])=[O:5].N1C=CC=CC=1.OO, predict the reaction product.